Dataset: Catalyst prediction with 721,799 reactions and 888 catalyst types from USPTO. Task: Predict which catalyst facilitates the given reaction. (1) Reactant: N12CCCN=C1CCCCC2.Cl.[NH2:13][CH2:14][C:15]1[CH:23]=[CH:22][CH:21]=[C:20]2[C:16]=1[C:17](=[O:33])[N:18]([CH:25]1[CH2:30][CH2:29][C:28](=[O:31])[NH:27][C:26]1=[O:32])[C:19]2=[O:24].[C:34](Cl)(=[O:41])[CH2:35][CH2:36][CH2:37][CH2:38][CH2:39][CH3:40]. Product: [O:32]=[C:26]1[CH:25]([N:18]2[C:17](=[O:33])[C:16]3[C:20](=[CH:21][CH:22]=[CH:23][C:15]=3[CH2:14][NH:13][C:34](=[O:41])[CH2:35][CH2:36][CH2:37][CH2:38][CH2:39][CH3:40])[C:19]2=[O:24])[CH2:30][CH2:29][C:28](=[O:31])[NH:27]1. The catalyst class is: 23. (2) Reactant: [Cl:1][CH2:2][C:3]1[CH:4]=[C:5]([N:13]2[C:17]([C:18]3[CH:23]=[CH:22][C:21]([C:24]4[O:25][CH:26]=[CH:27][CH:28]=4)=[CH:20][CH:19]=3)=[CH:16][C:15]([C:29]([F:32])([F:31])[F:30])=[N:14]2)[CH:6]=[CH:7][C:8]=1[S:9]([CH3:12])(=[O:11])=[O:10].C1(=O)[NH:37]C(=O)C2=CC=CC=C12.[K].O. Product: [ClH:1].[O:25]1[CH:26]=[CH:27][CH:28]=[C:24]1[C:21]1[CH:22]=[CH:23][C:18]([C:17]2[N:13]([C:5]3[CH:6]=[CH:7][C:8]([S:9]([CH3:12])(=[O:11])=[O:10])=[C:3]([CH2:2][NH2:37])[CH:4]=3)[N:14]=[C:15]([C:29]([F:32])([F:31])[F:30])[CH:16]=2)=[CH:19][CH:20]=1. The catalyst class is: 3. (3) Reactant: C([O:5][C:6]([N:8]1[CH2:13][C@@H:12]2[CH2:14][C@H:9]1[CH2:10][N:11]2[C:15]([C@@:17]12[CH2:24][CH2:23][CH2:22][C@@H:21]1[CH2:20][C@@H:19]([N:25](C(=O)C(F)(F)F)[C@@H:26]1[C@H:31]([O:32][CH3:33])[CH2:30][O:29][CH2:28][CH2:27]1)[CH2:18]2)=[O:16])=[O:7])(C)(C)C.[BH4-].[Na+].O.C([O-])([O-])=O.[Na+].[Na+]. Product: [C:6]([N:8]1[CH2:13][C@@H:12]2[CH2:14][C@H:9]1[CH2:10][N:11]2[C:15]([C@@:17]12[CH2:24][CH2:23][CH2:22][C@@H:21]1[CH2:20][C@@H:19]([NH:25][C@@H:26]1[C@H:31]([O:32][CH3:33])[CH2:30][O:29][CH2:28][CH2:27]1)[CH2:18]2)=[O:16])([OH:7])=[O:5]. The catalyst class is: 429. (4) Reactant: [CH3:1][O:2][C:3]1[CH:4]=[C:5]([CH:8]=[CH:9][C:10]=1[O:11][CH3:12])C=O.OO.C(O)=[O:16].[OH-].[Na+]. Product: [CH3:1][O:2][C:3]1[CH:4]=[C:5]([OH:16])[CH:8]=[CH:9][C:10]=1[O:11][CH3:12]. The catalyst class is: 2. (5) Reactant: [C:1]1([C:7]([NH:9][CH:10]2[CH2:15][CH:14]([C:16]3[CH:21]=[CH:20][C:19]([C:22]([F:25])([F:24])[F:23])=[CH:18][CH:17]=3)[CH2:13][N:12]([C:26]([O:28]C3C=CC([N+]([O-])=O)=CC=3)=O)[CH2:11]2)=[O:8])[CH:6]=[CH:5][CH:4]=[CH:3][CH:2]=1.[NH:38]1[CH2:43][CH2:42][S:41][CH2:40][CH2:39]1.C(=O)([O-])[O-].[K+].[K+]. Product: [N:38]1([C:26]([N:12]2[CH2:13][CH:14]([C:16]3[CH:21]=[CH:20][C:19]([C:22]([F:25])([F:23])[F:24])=[CH:18][CH:17]=3)[CH2:15][CH:10]([NH:9][C:7]([C:1]3[CH:2]=[CH:3][CH:4]=[CH:5][CH:6]=3)=[O:8])[CH2:11]2)=[O:28])[CH2:43][CH2:42][S:41][CH2:40][CH2:39]1. The catalyst class is: 3. (6) Reactant: [CH2:1]([N:5]1[C:9]([CH2:10][CH2:11][S:12]([CH2:15][CH2:16][CH3:17])(=[O:14])=[O:13])=[CH:8][C:7]([C:18]([O:20]CC)=[O:19])=[N:6]1)[CH2:2][CH2:3][CH3:4].[OH-].[Na+]. Product: [CH2:1]([N:5]1[C:9]([CH2:10][CH2:11][S:12]([CH2:15][CH2:16][CH3:17])(=[O:13])=[O:14])=[CH:8][C:7]([C:18]([OH:20])=[O:19])=[N:6]1)[CH2:2][CH2:3][CH3:4]. The catalyst class is: 8.